Dataset: Full USPTO retrosynthesis dataset with 1.9M reactions from patents (1976-2016). Task: Predict the reactants needed to synthesize the given product. (1) Given the product [S:3]1[CH:4]=[CH:5][N:6]=[C:2]1[C:7]#[C:8][C:24]1([OH:23])[CH2:25][CH2:18][CH2:17][CH2:16]1, predict the reactants needed to synthesize it. The reactants are: Br[C:2]1[S:3][CH:4]=[CH:5][N:6]=1.[CH2:7](N(CC)CC)[CH3:8].CC[CH2:16][CH2:17][CH2:18]C.C([O:23][CH2:24][CH3:25])(=O)C. (2) Given the product [C:1]1([S:7]([NH:10][C:11]2[CH:19]=[CH:18][C:17]([Cl:20])=[CH:16][C:12]=2[C:13]([NH:21][C:22]2[CH:23]=[CH:24][C:25]([C:26]([O:28][CH3:29])=[O:27])=[CH:30][CH:31]=2)=[O:15])(=[O:8])=[O:9])[CH:2]=[CH:3][CH:4]=[CH:5][CH:6]=1, predict the reactants needed to synthesize it. The reactants are: [C:1]1([S:7]([NH:10][C:11]2[CH:19]=[CH:18][C:17]([Cl:20])=[CH:16][C:12]=2[C:13]([OH:15])=O)(=[O:9])=[O:8])[CH:6]=[CH:5][CH:4]=[CH:3][CH:2]=1.[NH2:21][C:22]1[CH:31]=[CH:30][C:25]([C:26]([O:28][CH3:29])=[O:27])=[CH:24][CH:23]=1.CN(C1C=CC=CN=1)C.Cl. (3) Given the product [CH2:1]([O:3][C:4](=[O:25])[C:5]([NH:21][C:22](=[O:24])[CH3:23])([CH2:11][C:12]1[CH:17]=[CH:16][CH:15]=[CH:14][C:13]=1[NH2:18])[C:6]([O:8][CH2:9][CH3:10])=[O:7])[CH3:2], predict the reactants needed to synthesize it. The reactants are: [CH2:1]([O:3][C:4](=[O:25])[C:5]([NH:21][C:22](=[O:24])[CH3:23])([CH2:11][C:12]1[CH:17]=[CH:16][CH:15]=[CH:14][C:13]=1[N+:18]([O-])=O)[C:6]([O:8][CH2:9][CH3:10])=[O:7])[CH3:2].[H][H]. (4) Given the product [Cl:1][C:2]1[CH:3]=[C:4]([C:8]2[N:9]=[C:10]([NH:17][C:18]3[CH:23]=[CH:22][C:34]([CH:35]([OH:36])[CH2:37][OH:30])=[CH:20][CH:19]=3)[C:11]3[CH2:16][CH2:15][CH2:14][C:12]=3[N:13]=2)[CH:5]=[CH:6][CH:7]=1, predict the reactants needed to synthesize it. The reactants are: [Cl:1][C:2]1[CH:3]=[C:4]([C:8]2[N:9]=[C:10]([NH:17][C:18]3[CH:23]=[CH:22]C(C=C)=[CH:20][CH:19]=3)[C:11]3[CH2:16][CH2:15][CH2:14][C:12]=3[N:13]=2)[CH:5]=[CH:6][CH:7]=1.C[N+]1([O-])CC[O:30]CC1.[CH3:34][C:35]([CH3:37])=[O:36]. (5) The reactants are: [F:1][C:2]([F:32])([F:31])[C:3]([NH:5][C:6]1[CH:11]=[CH:10][C:9]([CH2:12][C:13]2[CH:18]=[CH:17][N:16]=[C:15]3[N:19]([CH2:22][O:23][CH2:24][CH2:25][Si:26]([CH3:29])([CH3:28])[CH3:27])[CH:20]=[CH:21][C:14]=23)=[C:8]([F:30])[CH:7]=1)=[O:4].[Br:33]N1C(=O)CCC1=O. Given the product [Br:33][C:21]1[C:14]2[C:15](=[N:16][CH:17]=[CH:18][C:13]=2[CH2:12][C:9]2[CH:10]=[CH:11][C:6]([NH:5][C:3](=[O:4])[C:2]([F:1])([F:31])[F:32])=[CH:7][C:8]=2[F:30])[N:19]([CH2:22][O:23][CH2:24][CH2:25][Si:26]([CH3:27])([CH3:28])[CH3:29])[CH:20]=1, predict the reactants needed to synthesize it. (6) Given the product [Cl:13][C:14]1[CH:19]=[CH:18][C:17]([CH:20]2[C:27]3[C:26]([CH3:28])=[N:25][N:24]([CH:29]4[CH2:31][CH2:30]4)[C:23]=3[C:22](=[O:32])[N:21]2[C:2]2[N:7]=[C:6]3[N:8]([CH3:11])[N:9]=[N:10][C:5]3=[C:4]([CH3:12])[CH:3]=2)=[CH:16][CH:15]=1, predict the reactants needed to synthesize it. The reactants are: Cl[C:2]1[N:7]=[C:6]2[N:8]([CH3:11])[N:9]=[N:10][C:5]2=[C:4]([CH3:12])[CH:3]=1.[Cl:13][C:14]1[CH:19]=[CH:18][C:17]([CH:20]2[C:27]3[C:26]([CH3:28])=[N:25][N:24]([CH:29]4[CH2:31][CH2:30]4)[C:23]=3[C:22](=[O:32])[NH:21]2)=[CH:16][CH:15]=1. (7) Given the product [O:20]=[S:17]1(=[O:21])[CH2:18][CH2:19][CH:14]([C:5]2[C:4]3[C:8](=[C:9]([C:11]([NH2:13])=[O:12])[CH:10]=[C:2]([C:30]4[CH:31]=[C:32]([CH:35]=[O:36])[S:33][CH:34]=4)[CH:3]=3)[NH:7][CH:6]=2)[CH2:15][CH2:16]1, predict the reactants needed to synthesize it. The reactants are: Br[C:2]1[CH:3]=[C:4]2[C:8](=[C:9]([C:11]([NH2:13])=[O:12])[CH:10]=1)[NH:7][CH:6]=[C:5]2[CH:14]1[CH2:19][CH2:18][S:17](=[O:21])(=[O:20])[CH2:16][CH2:15]1.CC1(C)C(C)(C)OB([C:30]2[CH:31]=[C:32]([CH:35]=[O:36])[S:33][CH:34]=2)O1.C(=O)([O-])[O-].[K+].[K+].O. (8) Given the product [NH2:5][O:14][CH:15]1[CH2:16][CH2:17][N:18]([C:21]([O:23][C:24]([CH3:27])([CH3:26])[CH3:25])=[O:22])[CH2:19][CH2:20]1, predict the reactants needed to synthesize it. The reactants are: NN.O=C1C2C(=CC=CC=2)C(=O)[N:5]1[O:14][CH:15]1[CH2:20][CH2:19][N:18]([C:21]([O:23][C:24]([CH3:27])([CH3:26])[CH3:25])=[O:22])[CH2:17][CH2:16]1. (9) Given the product [CH2:21]([C:23]1[C:27]2[CH:28]=[N:29][C:30]([C:32](=[O:33])[CH3:2])=[CH:31][C:26]=2[N:25]([CH2:38][CH2:39][CH2:40][O:41][CH3:42])[CH:24]=1)[CH3:22], predict the reactants needed to synthesize it. The reactants are: Br[C:2]1C2C=NC(C(OCC)=O)=CC=2N(CCCOC)C=1.[CH2:21]([C:23]1[C:27]2[CH:28]=[N:29][C:30]([C:32](N(OC)C)=[O:33])=[CH:31][C:26]=2[N:25]([CH2:38][CH2:39][CH2:40][O:41][CH3:42])[CH:24]=1)[CH3:22].[Cs].C[Mg]Br.